From a dataset of Forward reaction prediction with 1.9M reactions from USPTO patents (1976-2016). Predict the product of the given reaction. Given the reactants C(OC(=O)[NH:10][CH2:11][CH:12]1[CH2:17][CH2:16][CH2:15][N:14]([C:18]2[C:27]3[C:22](=[CH:23][C:24]([CH3:28])=[CH:25][CH:26]=3)[N:21]=[C:20]([C:29]3[CH:34]=[CH:33][CH:32]=[CH:31][C:30]=3[OH:35])[N:19]=2)[CH2:13]1)C1C=CC=CC=1.N#N, predict the reaction product. The product is: [NH2:10][CH2:11][CH:12]1[CH2:17][CH2:16][CH2:15][N:14]([C:18]2[C:27]3[C:22](=[CH:23][C:24]([CH3:28])=[CH:25][CH:26]=3)[N:21]=[C:20]([C:29]3[CH:34]=[CH:33][CH:32]=[CH:31][C:30]=3[OH:35])[N:19]=2)[CH2:13]1.